From a dataset of Forward reaction prediction with 1.9M reactions from USPTO patents (1976-2016). Predict the product of the given reaction. (1) Given the reactants [F:1][C:2]([F:14])([F:13])[C:3]1[CH:11]=[C:10]2[C:6]([CH2:7][CH2:8][C:9]2=[O:12])=[CH:5][CH:4]=1.[BH4-].[Na+].CO, predict the reaction product. The product is: [F:1][C:2]([F:13])([F:14])[C:3]1[CH:11]=[C:10]2[C:6]([CH2:7][CH2:8][CH:9]2[OH:12])=[CH:5][CH:4]=1. (2) Given the reactants Cl[C:2]1[N:7]=[CH:6][C:5]([CH2:8][N:9]2[CH:14]=[C:13]3[N:15]=[C:16]([C:18]4[CH:23]=[CH:22][CH:21]=[CH:20][C:19]=4[F:24])[N:17]=[C:12]3[CH:11]=[N:10]2)=[CH:4][N:3]=1.[CH2:25]([O:28][C:29]1[CH:34]=[CH:33][C:32](B(O)O)=[C:31]([C:38]([F:41])([F:40])[F:39])[CH:30]=1)[CH2:26][CH3:27], predict the reaction product. The product is: [F:24][C:19]1[CH:20]=[CH:21][CH:22]=[CH:23][C:18]=1[C:16]1[N:17]=[C:12]2[CH:11]=[N:10][N:9]([CH2:8][C:5]3[CH:4]=[N:3][C:2]([C:32]4[CH:33]=[CH:34][C:29]([O:28][CH2:25][CH2:26][CH3:27])=[CH:30][C:31]=4[C:38]([F:39])([F:40])[F:41])=[N:7][CH:6]=3)[CH:14]=[C:13]2[N:15]=1. (3) Given the reactants [CH3:1][O:2][CH2:3][N:4]1[C:12]2[C:7](=[CH:8][CH:9]=[CH:10][C:11]=2[NH:13][S:14]([C:17]2[CH:22]=[CH:21][CH:20]=[CH:19][N:18]=2)(=[O:16])=[O:15])[CH:6]=[C:5]1[C:23]([O:25]CC)=[O:24].[OH-].[K+].C(O)(=O)CC(CC(O)=O)(C(O)=O)O, predict the reaction product. The product is: [CH3:1][O:2][CH2:3][N:4]1[C:12]2[C:7](=[CH:8][CH:9]=[CH:10][C:11]=2[NH:13][S:14]([C:17]2[CH:22]=[CH:21][CH:20]=[CH:19][N:18]=2)(=[O:16])=[O:15])[CH:6]=[C:5]1[C:23]([OH:25])=[O:24]. (4) Given the reactants CCN(CC)CC.C1(O[C:15](=[O:29])[NH:16][C:17]2[CH:22]=[C:21]([C:23]([CH3:26])([CH3:25])[CH3:24])[CH:20]=[CH:19][C:18]=2[O:27][CH3:28])C=CC=CC=1.[NH2:30][C:31]1[C:40]2[C:35](=[CH:36][CH:37]=[CH:38][CH:39]=2)[C:34]([O:41][C:42]2[CH:47]=[CH:46][N:45]=[C:44]([NH:48][C:49]3[CH:54]=[C:53]([O:55][CH2:56][CH2:57][O:58][CH2:59][CH2:60][O:61][CH2:62][CH2:63][O:64][CH3:65])[CH:52]=[C:51]([O:66][CH3:67])[CH:50]=3)[N:43]=2)=[CH:33][CH:32]=1, predict the reaction product. The product is: [C:23]([C:21]1[CH:20]=[CH:19][C:18]([O:27][CH3:28])=[C:17]([NH:16][C:15]([NH:30][C:31]2[C:40]3[C:35](=[CH:36][CH:37]=[CH:38][CH:39]=3)[C:34]([O:41][C:42]3[CH:47]=[CH:46][N:45]=[C:44]([NH:48][C:49]4[CH:54]=[C:53]([O:55][CH2:56][CH2:57][O:58][CH2:59][CH2:60][O:61][CH2:62][CH2:63][O:64][CH3:65])[CH:52]=[C:51]([O:66][CH3:67])[CH:50]=4)[N:43]=3)=[CH:33][CH:32]=2)=[O:29])[CH:22]=1)([CH3:24])([CH3:25])[CH3:26]. (5) The product is: [Cl:1][C:2]1[CH:3]=[C:4]([O:8][CH:9]([CH2:19][CH3:20])[C:10]([N:12]([CH3:23])[C:13]([CH3:14])([C:15]#[C:16][CH3:17])[CH3:18])=[O:11])[CH:5]=[N:6][CH:7]=1. Given the reactants [Cl:1][C:2]1[CH:3]=[C:4]([O:8][CH:9]([CH2:19][CH3:20])[C:10]([NH:12][C:13]([CH3:18])([C:15]#[C:16][CH3:17])[CH3:14])=[O:11])[CH:5]=[N:6][CH:7]=1.[H-].[Na+].[CH3:23]I, predict the reaction product. (6) Given the reactants C[O:2][C:3](=[O:23])[C:4]1[C:9]([CH3:10])=[CH:8][C:7]([C:11]2[CH:16]=[CH:15][CH:14]=[C:13]([C:17]([F:20])([F:19])[F:18])[CH:12]=2)=[N:6][C:5]=1[O:21][CH3:22].[OH-].[Li+].Cl.O, predict the reaction product. The product is: [CH3:22][O:21][C:5]1[N:6]=[C:7]([C:11]2[CH:16]=[CH:15][CH:14]=[C:13]([C:17]([F:20])([F:18])[F:19])[CH:12]=2)[CH:8]=[C:9]([CH3:10])[C:4]=1[C:3]([OH:23])=[O:2]. (7) Given the reactants [CH3:1][N:2]1[C:10]2[N:9]=[C:8]([O:11][C:12]3[CH:17]=[CH:16][CH:15]=[C:14]([O:18][C:19]([F:22])([F:21])[F:20])[CH:13]=3)[N:7](COCC[Si](C)(C)C)[C:6]=2[C:5](=[O:31])[N:4]([CH2:32][CH2:33][O:34][CH2:35][CH2:36][O:37]C2CCCCO2)[C:3]1=[O:44].Cl, predict the reaction product. The product is: [OH:37][CH2:36][CH2:35][O:34][CH2:33][CH2:32][N:4]1[C:5](=[O:31])[C:6]2[NH:7][C:8]([O:11][C:12]3[CH:17]=[CH:16][CH:15]=[C:14]([O:18][C:19]([F:21])([F:22])[F:20])[CH:13]=3)=[N:9][C:10]=2[N:2]([CH3:1])[C:3]1=[O:44]. (8) Given the reactants [C:1]([C:3]1[CH:4]=[C:5]([C@@H:18]2[NH:22][C@H:21]([C:23]([O:25]C)=O)[CH2:20][CH2:19]2)[CH:6]=[CH:7][C:8]=1[O:9][CH2:10][C:11]1[CH:16]=[CH:15][CH:14]=[CH:13][C:12]=1[F:17])#[N:2].[NH3:27].CO, predict the reaction product. The product is: [C:1]([C:3]1[CH:4]=[C:5]([C@@H:18]2[NH:22][C@H:21]([C:23]([NH2:27])=[O:25])[CH2:20][CH2:19]2)[CH:6]=[CH:7][C:8]=1[O:9][CH2:10][C:11]1[CH:16]=[CH:15][CH:14]=[CH:13][C:12]=1[F:17])#[N:2].